This data is from Peptide-MHC class I binding affinity with 185,985 pairs from IEDB/IMGT. The task is: Regression. Given a peptide amino acid sequence and an MHC pseudo amino acid sequence, predict their binding affinity value. This is MHC class I binding data. The peptide sequence is FSVPLDKDF. The MHC is HLA-B57:03 with pseudo-sequence HLA-B57:03. The binding affinity (normalized) is 0.644.